From a dataset of Full USPTO retrosynthesis dataset with 1.9M reactions from patents (1976-2016). Predict the reactants needed to synthesize the given product. (1) Given the product [CH2:17]([C:19]1([CH3:20])[O:7][C:6](=[O:8])[CH:2]([CH3:1])[C:3](=[O:5])[O:4]1)[CH3:16], predict the reactants needed to synthesize it. The reactants are: [CH3:1][CH:2]([C:6]([OH:8])=[O:7])[C:3]([OH:5])=[O:4].C(OC(=O)C)(=O)C.[CH3:16][C:17]([CH2:19][CH3:20])=O.C(OCC)(=O)C. (2) Given the product [NH2:10][C:9]1[C:5]2[C:6](=[N:7][C:2]([NH2:1])=[C:3]([C:23]#[N:24])[C:4]=2[C:11]2[CH:16]=[C:15]([O:17][CH3:18])[C:14]([O:19][CH3:20])=[C:13]([O:21][CH3:22])[CH:12]=2)[S:8][C:29]=1[C:30](=[O:31])[C:32]1[CH:37]=[CH:36][C:35]([O:38][CH3:39])=[CH:34][CH:33]=1, predict the reactants needed to synthesize it. The reactants are: [NH2:1][C:2]1[NH:7][C:6](=[S:8])[C:5]([C:9]#[N:10])=[C:4]([C:11]2[CH:16]=[C:15]([O:17][CH3:18])[C:14]([O:19][CH3:20])=[C:13]([O:21][CH3:22])[CH:12]=2)[C:3]=1[C:23]#[N:24].C(O)C.Br[CH2:29][C:30]([C:32]1[CH:37]=[CH:36][C:35]([O:38][CH3:39])=[CH:34][CH:33]=1)=[O:31]. (3) The reactants are: [C:1]1([CH2:7][O:8][C:9]([N:11]2[CH2:16][CH:15]=[C:14]([C:17]3[CH:34]=[CH:33][C:20]4[CH2:21][CH2:22][N:23](C(OC(C)(C)C)=O)[CH2:24][CH2:25][C:19]=4[CH:18]=3)[CH2:13][CH2:12]2)=[O:10])[CH:6]=[CH:5][CH:4]=[CH:3][CH:2]=1.FC(F)(F)C(O)=O. Given the product [CH2:21]1[C:20]2[CH:33]=[CH:34][C:17]([C:14]3[CH2:15][CH2:16][N:11]([C:9]([O:8][CH2:7][C:1]4[CH:2]=[CH:3][CH:4]=[CH:5][CH:6]=4)=[O:10])[CH2:12][CH:13]=3)=[CH:18][C:19]=2[CH2:25][CH2:24][NH:23][CH2:22]1, predict the reactants needed to synthesize it. (4) Given the product [Br:1][C:2]1[C:3](=[O:18])[N:4]([CH2:10][C:11]2[CH:16]=[N:15][C:14]([CH3:17])=[CH:13][N:12]=2)[C:5]([CH3:9])=[CH:6][C:7]=1[O:8][CH2:28][C:27]1[CH:30]=[CH:31][C:32]([F:34])=[CH:33][C:26]=1[F:25], predict the reactants needed to synthesize it. The reactants are: [Br:1][C:2]1[C:3](=[O:18])[N:4]([CH2:10][C:11]2[CH:16]=[N:15][C:14]([CH3:17])=[CH:13][N:12]=2)[C:5]([CH3:9])=[CH:6][C:7]=1[OH:8].C(=O)([O-])[O-].[K+].[K+].[F:25][C:26]1[CH:33]=[C:32]([F:34])[CH:31]=[CH:30][C:27]=1[CH2:28]Br. (5) The reactants are: [C:1]([Li])([CH3:4])([CH3:3])[CH3:2].Br[C:7]1[CH:12]=[CH:11][C:10]([C:13]2[CH:18]=[CH:17][C:16](Br)=[CH:15][CH:14]=2)=[CH:9][CH:8]=1.F[B:21]([C:31]1[C:36]([CH3:37])=[CH:35][C:34]([CH3:38])=[CH:33][C:32]=1[CH3:39])[C:22]1[C:27]([CH3:28])=[CH:26][C:25]([CH3:29])=[CH:24][C:23]=1[CH3:30]. Given the product [C:1]1([CH3:4])[CH:3]=[C:36]([CH3:35])[CH:31]=[C:32]([CH3:33])[C:2]=1[B:21]([C:22]1[C:27]([CH3:28])=[CH:26][C:25]([CH3:29])=[CH:24][C:23]=1[CH3:30])[C:7]1[CH:12]=[CH:11][C:10]([C:13]2[CH:18]=[CH:17][C:16]([B:21]([C:31]3[C:36]([CH3:37])=[CH:35][C:34]([CH3:38])=[CH:33][C:32]=3[CH3:39])[C:22]3[C:27]([CH3:28])=[CH:26][C:25]([CH3:29])=[CH:24][C:23]=3[CH3:30])=[CH:15][CH:14]=2)=[CH:9][CH:8]=1, predict the reactants needed to synthesize it.